Regression. Given a peptide amino acid sequence and an MHC pseudo amino acid sequence, predict their binding affinity value. This is MHC class II binding data. From a dataset of Peptide-MHC class II binding affinity with 134,281 pairs from IEDB. (1) The peptide sequence is SPGMMMGMFNMLSTV. The MHC is DRB1_0802 with pseudo-sequence DRB1_0802. The binding affinity (normalized) is 0.602. (2) The peptide sequence is IKHIYAISSAALSAS. The MHC is HLA-DPA10103-DPB10301 with pseudo-sequence HLA-DPA10103-DPB10301. The binding affinity (normalized) is 0.584. (3) The peptide sequence is QRSQILQIVGMRKPQ. The MHC is DRB1_0101 with pseudo-sequence DRB1_0101. The binding affinity (normalized) is 0.364. (4) The peptide sequence is TMLLGMLMICSAA. The MHC is HLA-DPA10103-DPB10401 with pseudo-sequence HLA-DPA10103-DPB10401. The binding affinity (normalized) is 0.0695. (5) The peptide sequence is YDKFLYNVSTVLTGK. The MHC is DRB3_0202 with pseudo-sequence DRB3_0202. The binding affinity (normalized) is 0.995.